From a dataset of Reaction yield outcomes from USPTO patents with 853,638 reactions. Predict the reaction yield, written as a fraction of the theoretical maximum amount of product (1.0 means a 100% yield; for example, 0.34 means a 34% yield). The reactants are [C:1]1([NH:7][C:8]([C:10]2[N:15]=[CH:14][C:13]([CH:16]([CH3:21])[C:17]([O:19]C)=[O:18])=[CH:12][CH:11]=2)=[O:9])[CH:6]=[CH:5][CH:4]=[CH:3][CH:2]=1.O.[OH-].[Li+]. The catalyst is O1CCCC1.O. The product is [C:1]1([NH:7][C:8]([C:10]2[N:15]=[CH:14][C:13]([CH:16]([CH3:21])[C:17]([OH:19])=[O:18])=[CH:12][CH:11]=2)=[O:9])[CH:2]=[CH:3][CH:4]=[CH:5][CH:6]=1. The yield is 0.960.